From a dataset of Forward reaction prediction with 1.9M reactions from USPTO patents (1976-2016). Predict the product of the given reaction. (1) The product is: [I:10][CH2:9][CH2:8][O:7][CH2:6][CH2:5][O:4][CH2:3][CH2:2][P:11](=[O:12])([O:16][CH2:17][CH3:18])[O:13][CH2:14][CH3:15]. Given the reactants I[CH2:2][CH2:3][O:4][CH2:5][CH2:6][O:7][CH2:8][CH2:9][I:10].[P:11](OCC)([O:16][CH2:17][CH3:18])([O:13][CH2:14][CH3:15])=[O:12], predict the reaction product. (2) Given the reactants CN1CCOCC1.CN(C(ON1N=NC2C=CC=CC1=2)=[N+](C)C)C.[B-](F)(F)(F)F.[C:30]([C:33]1[C:34]([O:59][Si](C(C)(C)C)(C)C)=[CH:35][C:36]([O:51][Si](C(C)(C)C)(C)C)=[C:37]([C:39]2[N:43]([C:44]3[CH:49]=[CH:48][CH:47]=[CH:46][C:45]=3[CH3:50])[N:42]=[CH:41][CH:40]=2)[CH:38]=1)([OH:32])=O.[CH3:67][C:68]1[CH:69]=[C:70]([CH:74]=[CH:75][CH:76]=1)[CH2:71][NH:72][CH3:73].[F-].C[N+](C)(C)C, predict the reaction product. The product is: [CH3:67][C:68]1[CH:69]=[C:70]([CH:74]=[CH:75][CH:76]=1)[CH2:71][N:72]([CH3:73])[C:30]([C:33]1[C:34]([OH:59])=[CH:35][C:36]([OH:51])=[C:37]([C:39]2[N:43]([C:44]3[CH:49]=[CH:48][CH:47]=[CH:46][C:45]=3[CH3:50])[N:42]=[CH:41][CH:40]=2)[CH:38]=1)=[O:32]. (3) Given the reactants Br[CH2:2][C:3]([CH2:5]Br)=[O:4].[OH:7][C:8]1[CH:13]=[CH:12][CH:11]=[CH:10][N:9]=1, predict the reaction product. The product is: [N:9]1[CH:10]=[CH:11][CH:12]=[CH:13][C:8]=1[O:7][CH2:2][C:3]([CH2:5][O:7][C:8]1[CH:13]=[CH:12][CH:11]=[CH:10][N:9]=1)=[O:4]. (4) Given the reactants [CH2:1]([O:8][C:9]1[C:10](=[O:29])[CH:11]=[C:12]([CH2:17][NH:18][S:19]([C:22]2[CH:27]=[CH:26][C:25]([CH3:28])=[CH:24][CH:23]=2)(=[O:21])=[O:20])[O:13][C:14]=1[CH:15]=[O:16])[C:2]1[CH:7]=[CH:6][CH:5]=[CH:4][CH:3]=1.C1(S(C(N)C2OC(C(O)=O)=C(OCC3C=CC=CC=3)C(=O)C=2)(=O)=[O:37])C=CC=CC=1, predict the reaction product. The product is: [CH2:1]([O:8][C:9]1[C:10](=[O:29])[CH:11]=[C:12]([CH2:17][NH:18][S:19]([C:22]2[CH:23]=[CH:24][C:25]([CH3:28])=[CH:26][CH:27]=2)(=[O:21])=[O:20])[O:13][C:14]=1[C:15]([OH:37])=[O:16])[C:2]1[CH:3]=[CH:4][CH:5]=[CH:6][CH:7]=1. (5) Given the reactants [NH2:1][C@H:2]([C:9]([OH:11])=[O:10])[CH2:3][C:4]1N=[CH:7][NH:6][CH:5]=1, predict the reaction product. The product is: [NH2:1][C@H:2]([C:9]([OH:11])=[O:10])[CH2:3][C:4]1[C:5]2[C:7](=[CH:9][CH:2]=[CH:3][CH:4]=2)[NH:6][CH:5]=1.